Dataset: Reaction yield outcomes from USPTO patents with 853,638 reactions. Task: Predict the reaction yield, written as a fraction of the theoretical maximum amount of product (1.0 means a 100% yield; for example, 0.34 means a 34% yield). (1) The reactants are [F:1][C:2]1[CH:3]=[C:4]([CH:6]=[CH:7][C:8]=1[N:9]1[CH2:14][CH2:13][O:12][CH2:11][CH2:10]1)[NH2:5].C[Al](C)C.N#N.[F:21][C:22]1[CH:23]=[C:24]([CH:37]=[CH:38][CH:39]=1)[O:25][CH2:26][C:27]([NH:29]/[C:30](/[CH3:36])=[CH:31]\[C:32](OC)=[O:33])=O. The catalyst is C(Cl)Cl. The product is [F:1][C:2]1[CH:3]=[C:4]([N:5]2[C:32](=[O:33])[CH:31]=[C:30]([CH3:36])[N:29]=[C:27]2[CH2:26][O:25][C:24]2[CH:37]=[CH:38][CH:39]=[C:22]([F:21])[CH:23]=2)[CH:6]=[CH:7][C:8]=1[N:9]1[CH2:14][CH2:13][O:12][CH2:11][CH2:10]1. The yield is 0.620. (2) The reactants are [NH2:1][C:2](=[N:37][OH:38])[C:3]1[CH:4]=[C:5]([C:9]2[C:18]3[C:13](=[CH:14][C:15]([Cl:20])=[C:16]([CH3:19])[CH:17]=3)[O:12][C:11](=[O:21])[C:10]=2[CH2:22][C:23]([NH:25][C:26]2[CH:31]=[CH:30][C:29]([F:32])=[CH:28][C:27]=2[C:33]([F:36])([F:35])[F:34])=[O:24])[CH:6]=[CH:7][CH:8]=1.[C:39](N1C=CN=C1)(N1C=CN=C1)=[O:40].C1CCN2C(=NCCC2)CC1.Cl. The catalyst is C1COCC1.O. The product is [Cl:20][C:15]1[CH:14]=[C:13]2[C:18]([C:9]([C:5]3[CH:6]=[CH:7][CH:8]=[C:3]([C:2]4[NH:1][C:39](=[O:40])[O:38][N:37]=4)[CH:4]=3)=[C:10]([CH2:22][C:23]([NH:25][C:26]3[CH:31]=[CH:30][C:29]([F:32])=[CH:28][C:27]=3[C:33]([F:36])([F:34])[F:35])=[O:24])[C:11](=[O:21])[O:12]2)=[CH:17][C:16]=1[CH3:19]. The yield is 0.350. (3) The reactants are [Br:1][C:2]1(C=O)CC=C[S:3]1.C[Si](C)(C)[C:11]([F:14])([F:13])[F:12].[F-].C([N+](CCCC)(CCCC)CCCC)CCC.[O:35]1[CH2:39][CH2:38][CH2:37][CH2:36]1. No catalyst specified. The product is [Br:1][C:2]1[S:3][C:37]([CH:36]([OH:35])[C:11]([F:14])([F:13])[F:12])=[CH:38][CH:39]=1. The yield is 0.980. (4) The reactants are Cl.[NH2:2][C:3]1([C:7]([OH:9])=[O:8])[CH2:6][CH2:5][CH2:4]1.S(Cl)([Cl:12])=O.[CH3:14]O. No catalyst specified. The product is [ClH:12].[CH3:14][O:8][C:7]([C:3]1([NH2:2])[CH2:6][CH2:5][CH2:4]1)=[O:9]. The yield is 0.980.